From a dataset of Full USPTO retrosynthesis dataset with 1.9M reactions from patents (1976-2016). Predict the reactants needed to synthesize the given product. (1) Given the product [Cl:31][CH:7]([CH:1]1[CH2:6][CH2:5][CH2:4][CH2:3][CH2:2]1)[C:9]1[CH:13]=[C:12]([C:14]2[CH:19]=[CH:18][C:17]([C:20]([F:23])([F:22])[F:21])=[CH:16][CH:15]=2)[O:11][C:10]=1[CH2:24][O:25][CH2:26][CH3:27], predict the reactants needed to synthesize it. The reactants are: [CH:1]1([CH:7]([C:9]2[CH:13]=[C:12]([C:14]3[CH:19]=[CH:18][C:17]([C:20]([F:23])([F:22])[F:21])=[CH:16][CH:15]=3)[O:11][C:10]=2[CH2:24][O:25][CH2:26][CH3:27])O)[CH2:6][CH2:5][CH2:4][CH2:3][CH2:2]1.C(Cl)(=O)C([Cl:31])=O.C(N(CC)CC)C.O. (2) Given the product [Cl:17][C:13]1[CH:12]=[C:11]([C:4]2[N:3]=[C:2]([NH:18][C:19]3[CH:27]=[CH:26][C:22]([CH2:23][CH2:24][OH:25])=[CH:21][CH:20]=3)[CH:7]=[C:6]([CH:8]3[CH2:10][CH2:9]3)[N:5]=2)[CH:16]=[CH:15][CH:14]=1, predict the reactants needed to synthesize it. The reactants are: Cl[C:2]1[CH:7]=[C:6]([CH:8]2[CH2:10][CH2:9]2)[N:5]=[C:4]([C:11]2[CH:16]=[CH:15][CH:14]=[C:13]([Cl:17])[CH:12]=2)[N:3]=1.[NH2:18][C:19]1[CH:27]=[CH:26][C:22]([CH2:23][CH2:24][OH:25])=[CH:21][CH:20]=1. (3) Given the product [CH:1]1([C:7]2[CH:8]=[CH:9][C:10]([O:14][CH3:15])=[C:11]([N:13]=[C:16]=[O:17])[CH:12]=2)[CH2:2][CH2:3][CH2:4][CH2:5][CH2:6]1, predict the reactants needed to synthesize it. The reactants are: [CH:1]1([C:7]2[CH:8]=[CH:9][C:10]([O:14][CH3:15])=[C:11]([NH2:13])[CH:12]=2)[CH2:6][CH2:5][CH2:4][CH2:3][CH2:2]1.[C:16]([O-])(O)=[O:17].[Na+]. (4) The reactants are: [CH:1]1([CH2:7][C@H:8]([CH2:12][C:13]([N:15]2[CH2:20][CH2:19][O:18][CH2:17][CH2:16]2)=O)[C:9]([OH:11])=O)[CH2:6][CH2:5][CH2:4][CH2:3][CH2:2]1.C(Cl)CCl.[OH:25]N1C2C=CC=CC=2N=N1.Cl.[CH2:36]([O:43][CH2:44][C@@H:45]([C:47]([NH2:49])=[O:48])[NH2:46])[C:37]1[CH:42]=[CH:41][CH:40]=[CH:39][CH:38]=1.CN1CCOCC1. Given the product [CH2:36]([O:43][CH2:44][CH:45]([NH:46][C:9](=[O:11])[CH:8]([CH2:7][CH:1]1[CH2:2][CH2:3][CH2:4][CH2:5][CH2:6]1)[C:12](=[O:25])[CH2:13][N:15]1[CH2:20][CH2:19][O:18][CH2:17][CH2:16]1)[C:47](=[O:48])[NH2:49])[C:37]1[CH:42]=[CH:41][CH:40]=[CH:39][CH:38]=1, predict the reactants needed to synthesize it. (5) Given the product [CH2:9]([C:4]1[C:3]([O:12][CH3:13])=[C:2]([NH:1][NH2:14])[CH:7]=[C:6]([Cl:8])[CH:5]=1)[CH:10]=[CH2:11], predict the reactants needed to synthesize it. The reactants are: [NH2:1][C:2]1[CH:7]=[C:6]([Cl:8])[CH:5]=[C:4]([CH2:9][CH:10]=[CH2:11])[C:3]=1[O:12][CH3:13].[N:14]([O-])=O.[Na+].O.O.Cl[Sn]Cl. (6) Given the product [F:22][C:21]([F:23])([F:24])[C:12]1[CH:13]=[C:14]([C:17]([F:20])([F:18])[F:19])[CH:15]=[CH:16][C:11]=1[CH2:10][N:7]1[CH2:8][CH:5]([C:3]([O:2][CH3:1])=[O:4])[CH2:6]1, predict the reactants needed to synthesize it. The reactants are: [CH3:1][O:2][C:3]([CH:5]1[CH2:8][NH:7][CH2:6]1)=[O:4].Br[CH2:10][C:11]1[CH:16]=[CH:15][C:14]([C:17]([F:20])([F:19])[F:18])=[CH:13][C:12]=1[C:21]([F:24])([F:23])[F:22].C(=O)([O-])[O-].[K+].[K+].O. (7) Given the product [Cl:1][C:2]1[CH:7]=[CH:6][C:5]([O:8][C:9]2[CH:10]=[CH:11][C:12]([CH2:15][CH2:16][NH:17][C:45]3[N:44]([CH3:43])[CH:49]=[C:48]([CH2:50][C:51]4[CH:52]=[N:53][N:54]([CH3:56])[CH:55]=4)[C:47](=[O:57])[N:46]=3)=[CH:13][CH:14]=2)=[CH:4][C:3]=1[C:18]([F:19])([F:20])[F:21], predict the reactants needed to synthesize it. The reactants are: [Cl:1][C:2]1[CH:7]=[CH:6][C:5]([O:8][C:9]2[CH:14]=[CH:13][C:12]([CH2:15][CH2:16][NH2:17])=[CH:11][CH:10]=2)=[CH:4][C:3]=1[C:18]([F:21])([F:20])[F:19].[Cl:1][C:2]1[CH:7]=[CH:6][C:5]([O:8][C:9]2[CH:10]=[CH:11][C:12]([CH2:15][CH2:16][NH2:17])=[CH:13][CH:14]=2)=[CH:4][C:3]=1[C:18]([F:19])([F:20])[F:21].[CH3:43][N:44]1[CH:49]=[C:48]([CH2:50][C:51]2[CH:52]=[N:53][N:54]([CH3:56])[CH:55]=2)[C:47](=[O:57])[N:46]=[C:45]1N[N+]([O-])=O. (8) Given the product [OH:67][C:63]1[CH:62]=[C:61]([CH:66]=[CH:65][CH:64]=1)[CH2:60][C:41]1[CH:40]=[CH:39][C:38]([OH:37])=[CH:59][C:42]=1[O:43][C:44]1[CH:45]=[CH:46][C:47]([O:48][CH2:49][CH2:50][N:51]2[CH2:52][CH2:53][CH2:54][CH2:55][CH2:56]2)=[CH:57][CH:58]=1, predict the reactants needed to synthesize it. The reactants are: COC1C=CC(CC2C=CC=C(OC)C=2)=C(C=1)OC1C=CC(O)=CC=1.Cl.ClCCN1CCCCC1.C[O:37][C:38]1[CH:39]=[CH:40][C:41]([CH2:60][C:61]2[CH:66]=[CH:65][CH:64]=[C:63]([O:67]C)[CH:62]=2)=[C:42]([CH:59]=1)[O:43][C:44]1[CH:58]=[CH:57][C:47]([O:48][CH2:49][CH2:50][N:51]2[CH2:56][CH2:55][CH2:54][CH2:53][CH2:52]2)=[CH:46][CH:45]=1. (9) Given the product [CH3:33][C:29]1[C:30]([CH3:32])=[CH:31][C:17]2[N:16]([CH2:15][C:14]([N:11]3[CH2:12][CH2:13][CH:8]([C:6]([OH:7])=[O:5])[CH2:9][CH2:10]3)=[O:34])[C:25]3[C:20]([C:21](=[O:27])[NH:22][C:23](=[O:26])[N:24]=3)=[N:19][C:18]=2[CH:28]=1, predict the reactants needed to synthesize it. The reactants are: C([O:5][C:6]([CH:8]1[CH2:13][CH2:12][N:11]([C:14](=[O:34])[CH2:15][N:16]2[C:25]3[C:20]([C:21](=[O:27])[NH:22][C:23](=[O:26])[N:24]=3)=[N:19][C:18]3[CH:28]=[C:29]([CH3:33])[C:30]([CH3:32])=[CH:31][C:17]2=3)[CH2:10][CH2:9]1)=[O:7])(C)(C)C.FC(F)(F)C(O)=O.